Dataset: Forward reaction prediction with 1.9M reactions from USPTO patents (1976-2016). Task: Predict the product of the given reaction. (1) Given the reactants [CH3:1][O:2][C:3]1[C:8]([OH:9])=[CH:7][CH:6]=[C:5](/[CH:10]=[CH:11]/[C:12]([CH2:14][C:15](/[CH:17]=[CH:18]/[C:19]2[CH:27]=[C:24]([O:25][CH3:26])[C:22]([OH:23])=[CH:21][CH:20]=2)=[O:16])=[O:13])[CH:4]=1.C(N(CC)CC)C.[C:35]1(=[O:42])[O:41][C:39](=[O:40])[CH2:38][CH2:37][CH2:36]1.CC[O:45]CC, predict the reaction product. The product is: [CH3:26][O:25][C:24]1[C:22]([OH:23])=[CH:21][CH:20]=[C:19](/[CH:18]=[CH:17]/[C:15]([CH2:14][C:12](/[CH:11]=[CH:10]/[C:5]2[CH:4]=[C:3]([O:2][CH3:1])[C:8]([OH:9])=[CH:7][CH:6]=2)=[O:13])=[O:16])[CH:27]=1.[C:35]([O-:41])(=[O:42])[CH2:36][CH2:37][CH2:38][C:39]([O-:45])=[O:40]. (2) The product is: [CH:8]([O:4][C:1](=[O:5])[CH2:2][CH2:3][CH3:12])([CH3:9])[CH3:7]. Given the reactants [C:1]([OH:5])(=[O:4])[CH2:2][CH3:3].N1CC[CH2:9][CH2:8][CH2:7]1.[CH:12](O)(C)C, predict the reaction product. (3) Given the reactants [C:1]([O:5][C:6]([N:8]([CH3:30])[C@@H:9]1[C:18]2[CH:17]=[C:16]([C:19]([OH:21])=O)[CH:15]=[CH:14][C:13]=2[C@H:12]([C:22]2[CH:27]=[CH:26][C:25]([Cl:28])=[C:24]([Cl:29])[CH:23]=2)[CH2:11][CH2:10]1)=[O:7])([CH3:4])([CH3:3])[CH3:2].CN(C(ON1N=NC2[CH:42]=[CH:43][CH:44]=[N:45]C1=2)=[N+](C)C)C.F[P-](F)(F)(F)(F)F.C1(N)CC1.CN1CCOCC1, predict the reaction product. The product is: [CH:44]1([NH:45][C:19]([C:16]2[CH:17]=[C:18]3[C:13]([C@H:12]([C:22]4[CH:27]=[CH:26][C:25]([Cl:28])=[C:24]([Cl:29])[CH:23]=4)[CH2:11][CH2:10][C@@H:9]3[N:8]([CH3:30])[C:6](=[O:7])[O:5][C:1]([CH3:4])([CH3:3])[CH3:2])=[CH:14][CH:15]=2)=[O:21])[CH2:42][CH2:43]1. (4) Given the reactants [CH2:1]([O:3][C:4]([C@@H:6]1[CH2:10][CH2:9][CH2:8][C@@H:7]1[NH:11][CH2:12][CH2:13][CH:14]1[CH2:16][CH2:15]1)=[O:5])[CH3:2].[CH3:17][S:18]([NH:21][C:22]1[CH:37]=[CH:36][C:25]2[NH:26][C:27]([CH2:32][C:33](O)=[O:34])=[N:28][S:29](=[O:31])(=[O:30])[C:24]=2[CH:23]=1)(=[O:20])=[O:19].Cl.CN(C)CCCN=C=NCC.Cl, predict the reaction product. The product is: [CH2:1]([O:3][C:4]([C@@H:6]1[CH2:10][CH2:9][CH2:8][C@@H:7]1[N:11]([CH2:12][CH2:13][CH:14]1[CH2:15][CH2:16]1)[C:33](=[O:34])[CH2:32][C:27]1[NH:26][C:25]2[CH:36]=[CH:37][C:22]([NH:21][S:18]([CH3:17])(=[O:20])=[O:19])=[CH:23][C:24]=2[S:29](=[O:30])(=[O:31])[N:28]=1)=[O:5])[CH3:2]. (5) Given the reactants [Cl:1][C:2]1[CH:3]=[C:4]([C:8]2[C:9]3[N:10]([C:26]([CH2:29][CH3:30])=[CH:27][CH:28]=3)[N:11]=[C:12]([C:20]3[CH:25]=[CH:24][CH:23]=[CH:22][CH:21]=3)[C:13]=2[CH2:14][CH2:15][CH2:16][CH2:17][CH2:18][OH:19])[CH:5]=[CH:6][CH:7]=1.F[B-](F)(F)F.[CH3:36][O+](C)C.C(C1C=C(C)C=C(C(C)(C)C)N=1)(C)(C)C, predict the reaction product. The product is: [Cl:1][C:2]1[CH:3]=[C:4]([C:8]2[C:9]3[N:10]([C:26]([CH2:29][CH3:30])=[CH:27][CH:28]=3)[N:11]=[C:12]([C:20]3[CH:21]=[CH:22][CH:23]=[CH:24][CH:25]=3)[C:13]=2[CH2:14][CH2:15][CH2:16][CH2:17][CH2:18][O:19][CH3:36])[CH:5]=[CH:6][CH:7]=1.